From a dataset of Forward reaction prediction with 1.9M reactions from USPTO patents (1976-2016). Predict the product of the given reaction. (1) Given the reactants [C:1]1([N:7]2[CH2:12][CH2:11][C:10](=O)[CH2:9][CH2:8]2)[CH:6]=[CH:5][CH:4]=[CH:3][CH:2]=1.Cl.[NH2:15][OH:16], predict the reaction product. The product is: [C:1]1([N:7]2[CH2:12][CH2:11][C:10](=[N:15][OH:16])[CH2:9][CH2:8]2)[CH:6]=[CH:5][CH:4]=[CH:3][CH:2]=1. (2) Given the reactants [Cl:1][C:2]1[CH:7]=[CH:6][C:5]([C:8]2([CH2:14][C:15]#[N:16])[CH2:13][CH2:12][NH:11][CH2:10][CH2:9]2)=[CH:4][CH:3]=1.Br[C:18]1[C:19]2[N:20]([N:24]=[C:25]([NH:27][C:28]3[CH:44]=[CH:43][C:31]([C:32]([N:34]([CH3:42])[CH:35]4[CH2:40][CH2:39][N:38]([CH3:41])[CH2:37][CH2:36]4)=[O:33])=[CH:30][CH:29]=3)[N:26]=2)[CH:21]=[CH:22][CH:23]=1, predict the reaction product. The product is: [Cl:1][C:2]1[CH:7]=[CH:6][C:5]([C:8]2([CH2:14][C:15]#[N:16])[CH2:13][CH2:12][N:11]([C:18]3[C:19]4[N:20]([N:24]=[C:25]([NH:27][C:28]5[CH:44]=[CH:43][C:31]([C:32]([N:34]([CH3:42])[CH:35]6[CH2:36][CH2:37][N:38]([CH3:41])[CH2:39][CH2:40]6)=[O:33])=[CH:30][CH:29]=5)[N:26]=4)[CH:21]=[CH:22][CH:23]=3)[CH2:10][CH2:9]2)=[CH:4][CH:3]=1. (3) Given the reactants [CH3:1][C:2]1[CH:7]=[CH:6][C:5]([C:8]([F:11])([F:10])[F:9])=[CH:4][C:3]=1[NH:12][C:13]1[N:18]2[N:19]=[CH:20][C:21]([C:22](O)=[O:23])=[C:17]2[N:16]=[CH:15][C:14]=1[C:25]([N:27]1[CH2:32][CH2:31][CH:30]([C:33]2[CH:38]=[CH:37][CH:36]=[CH:35][CH:34]=2)[CH2:29][CH2:28]1)=[O:26].[CH:39]1([S:42]([NH2:45])(=[O:44])=[O:43])[CH2:41][CH2:40]1, predict the reaction product. The product is: [CH3:1][C:2]1[CH:7]=[CH:6][C:5]([C:8]([F:11])([F:9])[F:10])=[CH:4][C:3]=1[NH:12][C:13]1[N:18]2[N:19]=[CH:20][C:21]([C:22]([NH:45][S:42]([CH:39]3[CH2:41][CH2:40]3)(=[O:44])=[O:43])=[O:23])=[C:17]2[N:16]=[CH:15][C:14]=1[C:25]([N:27]1[CH2:32][CH2:31][CH:30]([C:33]2[CH:34]=[CH:35][CH:36]=[CH:37][CH:38]=2)[CH2:29][CH2:28]1)=[O:26]. (4) Given the reactants Br[C:2]1[CH:3]=[C:4]([NH:9][C:10](=[O:16])[O:11][C:12]([CH3:15])([CH3:14])[CH3:13])[CH:5]=[C:6]([CH3:8])[CH:7]=1.[B:17]1([B:17]2[O:21][C:20]([CH3:23])([CH3:22])[C:19]([CH3:25])([CH3:24])[O:18]2)[O:21][C:20]([CH3:23])([CH3:22])[C:19]([CH3:25])([CH3:24])[O:18]1.CC([O-])=O.[K+], predict the reaction product. The product is: [CH3:8][C:6]1[CH:5]=[C:4]([NH:9][C:10](=[O:16])[O:11][C:12]([CH3:15])([CH3:14])[CH3:13])[CH:3]=[C:2]([B:17]2[O:21][C:20]([CH3:23])([CH3:22])[C:19]([CH3:25])([CH3:24])[O:18]2)[CH:7]=1. (5) Given the reactants Cl[C:2](Cl)([O:4]C(=O)OC(Cl)(Cl)Cl)Cl.[Br:13][C:14]1[C:15]([NH:28][NH2:29])=[N:16][C:17]([CH3:27])=[CH:18][C:19]=1[C:20]1[CH:25]=[CH:24][C:23]([Cl:26])=[CH:22][CH:21]=1, predict the reaction product. The product is: [Br:13][C:14]1[C:15]2[N:16]([C:2](=[O:4])[NH:29][N:28]=2)[C:17]([CH3:27])=[CH:18][C:19]=1[C:20]1[CH:21]=[CH:22][C:23]([Cl:26])=[CH:24][CH:25]=1. (6) Given the reactants [CH3:1][C:2]1[N:7]=[C:6]([CH2:8][N:9]2[C:17]3[C:12](=[C:13]([N+:18]([O-])=O)[CH:14]=[CH:15][CH:16]=3)[C:11]([CH:21]=[CH2:22])=[N:10]2)[CH:5]=[CH:4][CH:3]=1, predict the reaction product. The product is: [CH2:21]([C:11]1[C:12]2[C:13]([NH2:18])=[CH:14][CH:15]=[CH:16][C:17]=2[N:9]([CH2:8][C:6]2[CH:5]=[CH:4][CH:3]=[C:2]([CH3:1])[N:7]=2)[N:10]=1)[CH3:22].